Dataset: Reaction yield outcomes from USPTO patents with 853,638 reactions. Task: Predict the reaction yield, written as a fraction of the theoretical maximum amount of product (1.0 means a 100% yield; for example, 0.34 means a 34% yield). (1) The reactants are [NH2:1][C:2]1[CH:10]=[CH:9][C:8]([Cl:11])=[CH:7][C:3]=1[C:4]([OH:6])=O.[CH3:12][O:13][C:14](=[O:31])[CH:15]([NH2:30])[CH2:16][C:17]1[CH:22]=[CH:21][C:20]([C:23]2[CH:28]=[CH:27][CH:26]=[C:25]([OH:29])[CH:24]=2)=[CH:19][CH:18]=1.CN(C(ON1N=NC2C=CC=CC1=2)=[N+](C)C)C.F[P-](F)(F)(F)(F)F.CCN(C(C)C)C(C)C. The catalyst is CN(C=O)C. The product is [CH3:12][O:13][C:14](=[O:31])[CH:15]([NH:30][C:4](=[O:6])[C:3]1[CH:7]=[C:8]([Cl:11])[CH:9]=[CH:10][C:2]=1[NH2:1])[CH2:16][C:17]1[CH:18]=[CH:19][C:20]([C:23]2[CH:28]=[CH:27][CH:26]=[C:25]([OH:29])[CH:24]=2)=[CH:21][CH:22]=1. The yield is 0.360. (2) The reactants are [F:1][C:2]1[C:7]([C:8]([CH2:10][C:11]([O:13][CH2:14][CH3:15])=[O:12])=[O:9])=[C:6]([F:16])[C:5]([F:17])=[C:4]([F:18])[C:3]=1[F:19].[CH:20](OCC)(OCC)OCC.C(OC(=O)C)(=O)C.[CH:37]1([NH2:40])[CH2:39][CH2:38]1. No catalyst specified. The product is [F:1][C:2]1[C:7]([C:8]([C:10](=[CH:20][NH:40][CH:37]2[CH2:39][CH2:38]2)[C:11]([O:13][CH2:14][CH3:15])=[O:12])=[O:9])=[C:6]([F:16])[C:5]([F:17])=[C:4]([F:18])[C:3]=1[F:19]. The yield is 0.720. (3) The reactants are [CH2:1]([O:3][C:4]([N:6]1[CH2:13][CH:12]2[CH:8]([CH:9]([CH3:18])[C:10]3[CH:16]=[C:15]([CH3:17])[S:14][C:11]=32)[CH2:7]1)=[O:5])[CH3:2].C(Cl)(Cl)Cl.C1(C=CC(O)=CC=1)O.C1C(=O)N([Br:38])C(=O)C1. The catalyst is CC(O)=O. The product is [CH2:1]([O:3][C:4]([N:6]1[CH2:13][CH:12]2[CH:8]([CH:9]([CH3:18])[C:10]3[C:16]([Br:38])=[C:15]([CH3:17])[S:14][C:11]=32)[CH2:7]1)=[O:5])[CH3:2]. The yield is 0.170.